From a dataset of Forward reaction prediction with 1.9M reactions from USPTO patents (1976-2016). Predict the product of the given reaction. (1) Given the reactants [Cl:1][C:2]1[CH:3]=[C:4]([NH:16][C:17]2[N:22]=[CH:21][N:20]=[C:19]3[NH:23][N:24]=[C:25]([O:26][CH2:27][CH2:28][NH:29][CH2:30][CH2:31][OH:32])[C:18]=23)[CH:5]=[CH:6][C:7]=1[O:8][CH2:9][C:10]1[CH:15]=[CH:14][CH:13]=[CH:12][N:11]=1.C(N([CH2:38][CH3:39])CC)C.ClCC(OC(=O)CCl)=[O:43].[H-].[Na+], predict the reaction product. The product is: [Cl:1][C:2]1[CH:3]=[C:4]([NH:16][C:17]2[N:22]=[CH:21][N:20]=[C:19]3[NH:23][N:24]=[C:25]([O:26][CH2:27][CH2:28][N:29]4[CH2:39][CH2:38][O:32][CH2:31][C:30]4=[O:43])[C:18]=23)[CH:5]=[CH:6][C:7]=1[O:8][CH2:9][C:10]1[CH:15]=[CH:14][CH:13]=[CH:12][N:11]=1. (2) Given the reactants [Si:1]([O:8][CH:9]([CH2:20][O:21][C:22]1[CH:27]=[C:26]([O:28][CH3:29])[CH:25]=[C:24]([C:30]2[CH:35]=[C:34](Cl)[N:33]3[N:37]=[CH:38][C:39]([CH:40]([CH3:42])[CH3:41])=[C:32]3[N:31]=2)[CH:23]=1)[CH2:10][N:11]([CH3:19])[C:12](=[O:18])[O:13][C:14]([CH3:17])([CH3:16])[CH3:15])([C:4]([CH3:7])([CH3:6])[CH3:5])([CH3:3])[CH3:2].CC1(C)C(C)(C)OB(C2[CH:52]=[C:53]3[CH:59]=[CH:58][NH:57][C:54]3=[N:55][CH:56]=2)O1.[C:61]([O-])([O-])=O.[Na+].[Na+].O, predict the reaction product. The product is: [Si:1]([O:8][CH:9]([CH2:20][O:21][C:22]1[CH:27]=[C:26]([O:28][CH3:29])[CH:25]=[C:24]([C:30]2[N:31]=[C:32]3[N:33]([CH:34]([CH3:35])[CH3:61])[N:37]=[CH:38][C:39]3=[C:40]([C:41]3[CH:52]=[C:53]4[CH:59]=[CH:58][NH:57][C:54]4=[N:55][CH:56]=3)[CH:42]=2)[CH:23]=1)[CH2:10][N:11]([CH3:19])[C:12](=[O:18])[O:13][C:14]([CH3:17])([CH3:16])[CH3:15])([C:4]([CH3:7])([CH3:6])[CH3:5])([CH3:2])[CH3:3].